From a dataset of Peptide-MHC class I binding affinity with 185,985 pairs from IEDB/IMGT. Regression. Given a peptide amino acid sequence and an MHC pseudo amino acid sequence, predict their binding affinity value. This is MHC class I binding data. (1) The peptide sequence is LPYSQPQPF. The MHC is HLA-B54:01 with pseudo-sequence HLA-B54:01. The binding affinity (normalized) is 0.334. (2) The peptide sequence is AARHKHQVM. The MHC is HLA-A02:11 with pseudo-sequence HLA-A02:11. The binding affinity (normalized) is 0.0847. (3) The peptide sequence is CSRNLYVSL. The MHC is Patr-B0101 with pseudo-sequence Patr-B0101. The binding affinity (normalized) is 0.681. (4) The peptide sequence is VHAVYDSML. The MHC is HLA-A03:01 with pseudo-sequence HLA-A03:01. The binding affinity (normalized) is 0.213. (5) The peptide sequence is GFVSPDTEL. The MHC is H-2-Kd with pseudo-sequence H-2-Kd. The binding affinity (normalized) is 0.583. (6) The peptide sequence is SLLDAHIPQL. The MHC is HLA-A26:01 with pseudo-sequence HLA-A26:01. The binding affinity (normalized) is 0.605. (7) The peptide sequence is LMAEDLANV. The MHC is HLA-B35:01 with pseudo-sequence HLA-B35:01. The binding affinity (normalized) is 0.0847. (8) The peptide sequence is GLYEAIEEC. The MHC is HLA-A69:01 with pseudo-sequence HLA-A69:01. The binding affinity (normalized) is 0.0847. (9) The peptide sequence is LEQWNLVIGF. The MHC is HLA-B18:01 with pseudo-sequence HLA-B18:01. The binding affinity (normalized) is 0.534. (10) The peptide sequence is TLLGLILFV. The MHC is HLA-A31:01 with pseudo-sequence HLA-A31:01. The binding affinity (normalized) is 0.143.